Dataset: Catalyst prediction with 721,799 reactions and 888 catalyst types from USPTO. Task: Predict which catalyst facilitates the given reaction. (1) Reactant: Cl[C:2]1[N:7]2[N:8]=[C:9]([C:23]3[O:24][CH:25]=[CH:26][C:27]=3[CH3:28])[C:10]([C:11]3[CH:16]=[CH:15][N:14]=[C:13]([NH:17][CH:18]4[CH2:22][CH2:21][CH2:20][CH2:19]4)[N:12]=3)=[C:6]2[CH:5]=[CH:4][CH:3]=1.C1(P(C2C=CC=CC=2)C2C=CC3C(=CC=CC=3)C=2C2C3C(=CC=CC=3)C=CC=2P(C2C=CC=CC=2)C2C=CC=CC=2)C=CC=CC=1.C(=O)([O-])[O-].[Cs+].[Cs+].O.[CH:82]1([NH2:87])[CH2:86][CH2:85][CH2:84][CH2:83]1. Product: [CH:82]1([NH:87][C:2]2[N:7]3[N:8]=[C:9]([C:23]4[O:24][CH:25]=[CH:26][C:27]=4[CH3:28])[C:10]([C:11]4[CH:16]=[CH:15][N:14]=[C:13]([NH:17][CH:18]5[CH2:22][CH2:21][CH2:20][CH2:19]5)[N:12]=4)=[C:6]3[CH:5]=[CH:4][CH:3]=2)[CH2:86][CH2:85][CH2:84][CH2:83]1. The catalyst class is: 167. (2) Reactant: [N:1]1[CH:6]=[CH:5][CH:4]=[CH:3][C:2]=1[C:7]1[CH:8]=[N:9][C:10]([N:13]2[C:21]3[C:16](=[CH:17][CH:18]=[C:19]([C:22]([OH:24])=O)[CH:20]=3)[C:15]3([CH2:26][CH2:25]3)[CH2:14]2)=[N:11][CH:12]=1.CN(C(ON1N=NC2C=CC=CC1=2)=[N+](C)C)C.[B-](F)(F)(F)F.CN1CCOCC1.[CH3:56][NH:57][CH2:58][C:59]([NH2:61])=[O:60]. Product: [NH2:61][C:59](=[O:60])[CH2:58][N:57]([CH3:56])[C:22]([C:19]1[CH:20]=[C:21]2[C:16]([C:15]3([CH2:25][CH2:26]3)[CH2:14][N:13]2[C:10]2[N:9]=[CH:8][C:7]([C:2]3[CH:3]=[CH:4][CH:5]=[CH:6][N:1]=3)=[CH:12][N:11]=2)=[CH:17][CH:18]=1)=[O:24]. The catalyst class is: 3. (3) Reactant: [H-].[Na+].CS(C)=O.[I-].[CH3:8][S+](C)(C)=O.[CH2:13]([O:15][C:16](=[O:31])[CH:17]=[C:18]1[CH2:23][CH2:22][N:21]([C:24]([O:26][C:27]([CH3:30])([CH3:29])[CH3:28])=[O:25])[CH2:20][CH2:19]1)[CH3:14]. Product: [CH:17]1([C:16]([O:15][CH2:13][CH3:14])=[O:31])[C:18]2([CH2:23][CH2:22][N:21]([C:24]([O:26][C:27]([CH3:30])([CH3:29])[CH3:28])=[O:25])[CH2:20][CH2:19]2)[CH2:8]1. The catalyst class is: 6. (4) The catalyst class is: 5. Product: [Cl:1][C:2]1[CH:11]=[C:10]2[C:5]([CH:6]=[C:7]([C:25]([NH:27][NH2:28])=[NH:26])[N:8]=[C:9]2[NH:12][C@H:13]2[CH2:17][CH2:16][N:15]([C:18]([O:20][C:21]([CH3:23])([CH3:22])[CH3:24])=[O:19])[CH2:14]2)=[CH:4][CH:3]=1. Reactant: [Cl:1][C:2]1[CH:11]=[C:10]2[C:5]([CH:6]=[C:7]([C:25]#[N:26])[N:8]=[C:9]2[NH:12][C@H:13]2[CH2:17][CH2:16][N:15]([C:18]([O:20][C:21]([CH3:24])([CH3:23])[CH3:22])=[O:19])[CH2:14]2)=[CH:4][CH:3]=1.[NH2:27][NH2:28].O. (5) Reactant: [CH3:1][S:2]([C:5]1[N:10]=[CH:9][C:8]([NH2:11])=[CH:7][CH:6]=1)(=[O:4])=[O:3].[Br:12]Br.[OH-].[Na+]. Product: [Br:12][C:9]1[C:8]([NH2:11])=[CH:7][CH:6]=[C:5]([S:2]([CH3:1])(=[O:4])=[O:3])[N:10]=1. The catalyst class is: 52. (6) Reactant: [CH2:1]([O:9][CH2:10][CH2:11][N:12]1[CH2:17][CH2:16][CH:15]([CH2:18][CH2:19][OH:20])[CH2:14][CH2:13]1)[CH2:2][C:3]1[CH:8]=[CH:7][CH:6]=[CH:5][CH:4]=1.C(N(CC)CC)C. Product: [CH2:1]([O:9][CH2:10][CH2:11][N:12]1[CH2:17][CH2:16][CH:15]([CH2:18][CH:19]=[O:20])[CH2:14][CH2:13]1)[CH2:2][C:3]1[CH:8]=[CH:7][CH:6]=[CH:5][CH:4]=1. The catalyst class is: 764. (7) Reactant: Cl.[Cl:2][C:3]1[CH:8]=[CH:7][C:6]([C:9]2([C:15]#[N:16])[CH2:14][CH2:13][NH:12][CH2:11][CH2:10]2)=[CH:5][CH:4]=1.Cl[C:18]1[C:19]2[CH:26]=[CH:25][NH:24][C:20]=2[N:21]=[CH:22][N:23]=1.C(N(CC)CC)C. Product: [Cl:2][C:3]1[CH:8]=[CH:7][C:6]([C:9]2([C:15]#[N:16])[CH2:14][CH2:13][N:12]([C:18]3[C:19]4[CH:26]=[CH:25][NH:24][C:20]=4[N:21]=[CH:22][N:23]=3)[CH2:11][CH2:10]2)=[CH:5][CH:4]=1. The catalyst class is: 51. (8) Reactant: [NH4+:1].[Cl-].[Br:3][C:4]1[CH:5]=[C:6]([C:10]2([CH3:20])[NH:15][C:14](=S)[CH2:13][N:12]3[N:17]=[CH:18][CH:19]=[C:11]23)[CH:7]=[CH:8][CH:9]=1. Product: [Br:3][C:4]1[CH:5]=[C:6]([C:10]2([CH3:20])[N:15]=[C:14]([NH2:1])[CH2:13][N:12]3[N:17]=[CH:18][CH:19]=[C:11]23)[CH:7]=[CH:8][CH:9]=1. The catalyst class is: 14.